From a dataset of Catalyst prediction with 721,799 reactions and 888 catalyst types from USPTO. Predict which catalyst facilitates the given reaction. (1) Reactant: [C:1]([N:9]1[CH:13]([CH3:14])[CH2:12][N:11](CC2C=CC(OC)=CC=2)[C:10]1=[O:24])(=[O:8])[C:2]1[CH:7]=[CH:6][CH:5]=[CH:4][CH:3]=1. Product: [C:1]([N:9]1[CH:13]([CH3:14])[CH2:12][NH:11][C:10]1=[O:24])(=[O:8])[C:2]1[CH:3]=[CH:4][CH:5]=[CH:6][CH:7]=1. The catalyst class is: 55. (2) Reactant: C([N:8]1[CH2:13][CH2:12][N:11]([CH2:14][C:15](=O)[C:16]2[S:17][CH:18]=[CH:19][N:20]=2)[CH2:10][CH2:9]1)(OC(C)(C)C)=O.S([O-])([O-])(=O)=O.[Mg+2].CC1C=CC(S(NN)(=O)=O)=CC=1.C(O[BH-](OC(=O)C)OC(=O)C)(=O)C.[Na+].Cl. Product: [S:17]1[CH:18]=[CH:19][N:20]=[C:16]1[CH2:15][CH2:14][N:11]1[CH2:10][CH2:9][NH:8][CH2:13][CH2:12]1. The catalyst class is: 5. (3) Reactant: [C:1]([CH2:3][C:4](N)=O)#[N:2].F[B-](F)(F)F.C([O+](CC)CC)C.[NH2:19][C:20]1[C:21]([NH:29][C@H:30]2[CH2:35][CH2:34][C@H:33]([CH2:36][C:37]#[N:38])[CH2:32][CH2:31]2)=[C:22]2[S:28][CH:27]=[CH:26][C:23]2=[N:24][CH:25]=1. Product: [C:37]([CH2:36][C@H:33]1[CH2:32][CH2:31][C@H:30]([N:29]2[C:21]3=[C:22]4[S:28][CH:27]=[CH:26][C:23]4=[N:24][CH:25]=[C:20]3[N:19]=[C:4]2[CH2:3][C:1]#[N:2])[CH2:35][CH2:34]1)#[N:38]. The catalyst class is: 219. (4) Product: [CH3:12][C:7]1[CH:6]=[CH:5][C:4]2[C:9](=[CH:10][CH:11]=[C:2]([NH:1][C:13](=[O:15])[CH3:14])[CH:3]=2)[N:8]=1. The catalyst class is: 17. Reactant: [NH2:1][C:2]1[CH:3]=[C:4]2[C:9](=[CH:10][CH:11]=1)[N:8]=[C:7]([CH3:12])[CH:6]=[CH:5]2.[C:13](OC(=O)C)(=[O:15])[CH3:14]. (5) Reactant: [NH2:1][C:2]1[N:6]([CH3:7])[N:5]=[N:4][N:3]=1.[CH3:8][O:9][C:10]1[C:18]([S:19][CH3:20])=[C:17]([C:21]([F:24])([F:23])[F:22])[CH:16]=[CH:15][C:11]=1[C:12](O)=[O:13].C(Cl)(=O)C(Cl)=O. Product: [CH3:8][O:9][C:10]1[C:18]([S:19][CH3:20])=[C:17]([C:21]([F:24])([F:23])[F:22])[CH:16]=[CH:15][C:11]=1[C:12]([NH:1][C:2]1[N:6]([CH3:7])[N:5]=[N:4][N:3]=1)=[O:13]. The catalyst class is: 17. (6) Reactant: [OH:1][CH:2]1[CH2:16][C:4]2([CH2:7][CH:6]([NH:8][C:9](=[O:15])[O:10][C:11]([CH3:14])([CH3:13])[CH3:12])[CH2:5]2)[CH2:3]1.CC(OI1(OC(C)=O)(OC(C)=O)OC(=O)C2C=CC=CC1=2)=O.C(=O)(O)[O-].[Na+]. Product: [O:1]=[C:2]1[CH2:3][C:4]2([CH2:7][CH:6]([NH:8][C:9](=[O:15])[O:10][C:11]([CH3:12])([CH3:14])[CH3:13])[CH2:5]2)[CH2:16]1. The catalyst class is: 2.